Dataset: Catalyst prediction with 721,799 reactions and 888 catalyst types from USPTO. Task: Predict which catalyst facilitates the given reaction. (1) Reactant: [NH2:1][C:2]1[CH:9]=[C:8]([CH3:10])[C:5]([C:6]#[N:7])=[CH:4][N:3]=1. Product: [NH2:7][CH2:6][C:5]1[C:8]([CH3:10])=[CH:9][C:2]([NH2:1])=[N:3][CH:4]=1. The catalyst class is: 94. (2) Reactant: O=[C:2]1[C@@H:11]2[C@@H:6]([CH2:7][N:8]([C:12]([O:14][C:15]([CH3:18])([CH3:17])[CH3:16])=[O:13])[CH2:9][CH2:10]2)[C:5]2[CH:19]=[CH:20][CH:21]=[C:22]3[CH2:23][CH2:24][CH2:25][N:3]1[C:4]=23. Product: [CH:19]1[C:5]2=[C:4]3[C:22]([CH2:23][CH2:24][CH2:25][N:3]3[CH2:2][C@@H:11]3[C@H:6]2[CH2:7][N:8]([C:12]([O:14][C:15]([CH3:18])([CH3:17])[CH3:16])=[O:13])[CH2:9][CH2:10]3)=[CH:21][CH:20]=1. The catalyst class is: 7. (3) Reactant: [NH2:1][C:2]1[CH:7]=[CH:6][C:5]([OH:8])=[C:4]([F:9])[CH:3]=1.CC([O-])(C)C.[K+].[Cl:16][C:17]1[C:18]([C:24]([NH2:26])=[O:25])=[N:19][CH:20]=[CH:21][C:22]=1Cl. Product: [NH2:1][C:2]1[CH:7]=[CH:6][C:5]([O:8][C:22]2[CH:21]=[CH:20][N:19]=[C:18]([C:24]([NH2:26])=[O:25])[C:17]=2[Cl:16])=[C:4]([F:9])[CH:3]=1. The catalyst class is: 3. (4) Reactant: [C:1]1([CH:7]2[C:12](=[O:13])[NH:11][C:10](=[O:14])[NH:9][C:8]2=[O:15])[CH:6]=[CH:5][CH:4]=[CH:3][CH:2]=1.[Na].[C:17]([O:21][C:22]([NH:24][OH:25])=[O:23])([CH3:20])([CH3:19])[CH3:18].I([O-])(=O)(=O)=O.[Na+]. Product: [C:17]([O:21][C:22]([N:24]([OH:25])[C:7]1([C:1]2[CH:2]=[CH:3][CH:4]=[CH:5][CH:6]=2)[C:12](=[O:13])[NH:11][C:10](=[O:14])[NH:9][C:8]1=[O:15])=[O:23])([CH3:20])([CH3:19])[CH3:18]. The catalyst class is: 8. (5) Reactant: [CH:1]1([C:4]2[O:5][C:6]3[C:7](=[C:9]([C:26]#[N:27])[C:10]([CH3:25])=[C:11]([C:19]4[CH:24]=[CH:23][CH:22]=[CH:21][CH:20]=4)[C:12]=3[C@H:13]3[CH2:17][CH2:16][C@@H:15]([OH:18])[CH2:14]3)[N:8]=2)[CH2:3][CH2:2]1.CC(OI1(OC(C)=O)(OC(C)=O)OC(=O)C2C=CC=CC1=2)=O.S([O-])([O-])(=O)=S.[Na+].[Na+].C(=O)([O-])O.[Na+]. Product: [CH:1]1([C:4]2[O:5][C:6]3[C:7](=[C:9]([C:26]#[N:27])[C:10]([CH3:25])=[C:11]([C:19]4[CH:24]=[CH:23][CH:22]=[CH:21][CH:20]=4)[C:12]=3[CH:13]3[CH2:17][CH2:16][C:15](=[O:18])[CH2:14]3)[N:8]=2)[CH2:2][CH2:3]1. The catalyst class is: 4. (6) Reactant: [Si:1](Cl)([C:4]([CH3:7])([CH3:6])[CH3:5])([CH3:3])[CH3:2].N1C=CN=C1.[N+:14]([C:17]1[CH:24]=[CH:23][C:20]([CH2:21][OH:22])=[CH:19][CH:18]=1)([O-:16])=[O:15]. Product: [C:4]([Si:1]([CH3:3])([CH3:2])[O:22][CH2:21][C:20]1[CH:19]=[CH:18][C:17]([N+:14]([O-:16])=[O:15])=[CH:24][CH:23]=1)([CH3:7])([CH3:6])[CH3:5]. The catalyst class is: 18. (7) Reactant: [CH2:1]([O:3][C:4](=[O:18])[CH:5]([O:15][CH2:16][CH3:17])[CH2:6][C:7]1[CH:12]=[CH:11][C:10]([OH:13])=[C:9]([F:14])[CH:8]=1)[CH3:2].Cl[CH2:20][C:21]1[N:22]=[C:23]([C:26]2[CH:31]=[CH:30][C:29]([CH:32]([CH3:34])[CH3:33])=[CH:28][CH:27]=2)[S:24][CH:25]=1.C(C1C=CC(C(N)=S)=CC=1)(C)C.ClCC(CCl)=O.C(=O)([O-])[O-].[Cs+].[Cs+]. Product: [CH2:1]([O:3][C:4](=[O:18])[CH:5]([O:15][CH2:16][CH3:17])[CH2:6][C:7]1[CH:12]=[CH:11][C:10]([O:13][CH2:20][C:21]2[N:22]=[C:23]([C:26]3[CH:31]=[CH:30][C:29]([CH:32]([CH3:34])[CH3:33])=[CH:28][CH:27]=3)[S:24][CH:25]=2)=[C:9]([F:14])[CH:8]=1)[CH3:2]. The catalyst class is: 10.